This data is from Reaction yield outcomes from USPTO patents with 853,638 reactions. The task is: Predict the reaction yield, written as a fraction of the theoretical maximum amount of product (1.0 means a 100% yield; for example, 0.34 means a 34% yield). (1) The yield is 0.950. The catalyst is ClCCl. The reactants are [CH2:1]([C@@H:3]([C:9]1[CH:14]=[CH:13][CH:12]=[C:11]([O:15][CH2:16][C:17]2[CH:22]=[CH:21][CH:20]=[CH:19][CH:18]=2)[CH:10]=1)[C@@H:4]([CH3:8])[C:5](O)=[O:6])[CH3:2].C(Cl)(=O)C(Cl)=O.Cl.[CH3:30][NH:31][CH3:32].C(N(CC)CC)C.Cl. The product is [CH2:1]([C@@H:3]([C:9]1[CH:14]=[CH:13][CH:12]=[C:11]([O:15][CH2:16][C:17]2[CH:22]=[CH:21][CH:20]=[CH:19][CH:18]=2)[CH:10]=1)[C@@H:4]([CH3:8])[C:5]([N:31]([CH3:32])[CH3:30])=[O:6])[CH3:2]. (2) The reactants are [C:1]([O:5][C:6]([N:8]1[CH2:13][CH2:12][N:11]([C:14]2C(=O)N(CC(C)C)N=C(C3C=CC(C)=C(F)C=3)C=2C)[CH2:10][CH2:9]1)=[O:7])([CH3:4])([CH3:3])[CH3:2].[F:34][C:35]1[CH:36]=[C:37]([C:43]2[C:44](C)=[C:45](OS(C)(=O)=O)[C:46](=[O:53])[N:47]([CH2:49][CH:50]([CH3:52])[CH3:51])[N:48]=2)[CH:38]=[CH:39][C:40]=1[O:41][CH3:42].N1(C(OC(C)(C)C)=O)CCNCC1. No catalyst specified. The product is [C:1]([O:5][C:6]([N:8]1[CH2:13][CH2:12][N:11]([CH2:14][C:45]2[C:46](=[O:53])[N:47]([CH2:49][CH:50]([CH3:51])[CH3:52])[N:48]=[C:43]([C:37]3[CH:38]=[CH:39][C:40]([O:41][CH3:42])=[C:35]([F:34])[CH:36]=3)[CH:44]=2)[CH2:10][CH2:9]1)=[O:7])([CH3:4])([CH3:3])[CH3:2]. The yield is 0.943. (3) The catalyst is CN(C)C1C=CN=CC=1.ClCCl. The yield is 0.590. The reactants are [Br:1][C:2]1[CH:3]=[CH:4][C:5]([Cl:18])=[C:6]([C:8]2[NH:12][C:11]3[CH:13]=[CH:14][C:15]([F:17])=[CH:16][C:10]=3[N:9]=2)[CH:7]=1.[C:19](O[C:19]([O:21][C:22]([CH3:25])([CH3:24])[CH3:23])=[O:20])([O:21][C:22]([CH3:25])([CH3:24])[CH3:23])=[O:20]. The product is [C:22]([O:21][C:19]([N:12]1[C:11]2[CH:13]=[CH:14][C:15]([F:17])=[CH:16][C:10]=2[N:9]=[C:8]1[C:6]1[CH:7]=[C:2]([Br:1])[CH:3]=[CH:4][C:5]=1[Cl:18])=[O:20])([CH3:25])([CH3:24])[CH3:23]. (4) The reactants are [Cl:1][CH2:2][CH2:3][O:4][C:5]1[C:6]([O:34][CH3:35])=[CH:7][C:8]2[N:12]=[CH:11][N:10]([C:13]3[S:17][C:16]([C:18]([OH:20])=O)=[C:15]([O:21][CH2:22][C:23]4[CH:28]=[CH:27][CH:26]=[CH:25][C:24]=4[C:29]([F:32])([F:31])[F:30])[CH:14]=3)[C:9]=2[CH:33]=1.[Cl-].[NH4+].C[N:39]1CCOCC1.ON1C2C=CC=CC=2N=N1.Cl.CN(C)CCCN=C=NCC.Cl. The catalyst is C(OCC)(=O)C.CN(C)C=O. The product is [Cl:1][CH2:2][CH2:3][O:4][C:5]1[C:6]([O:34][CH3:35])=[CH:7][C:8]2[N:12]=[CH:11][N:10]([C:13]3[S:17][C:16]([C:18]([NH2:39])=[O:20])=[C:15]([O:21][CH2:22][C:23]4[CH:28]=[CH:27][CH:26]=[CH:25][C:24]=4[C:29]([F:31])([F:32])[F:30])[CH:14]=3)[C:9]=2[CH:33]=1. The yield is 0.960. (5) The reactants are [F:1][C:2]1[CH:3]=[C:4](C(=O)C)[CH:5]=[CH:6][C:7]=1[O:8][CH3:9].ClC1C=CC=C(C(OO)=[O:21])C=1.O[Li].O.O. The catalyst is C(Cl)Cl.CO. The product is [F:1][C:2]1[CH:3]=[C:4]([OH:21])[CH:5]=[CH:6][C:7]=1[O:8][CH3:9]. The yield is 0.720.